Dataset: Catalyst prediction with 721,799 reactions and 888 catalyst types from USPTO. Task: Predict which catalyst facilitates the given reaction. Reactant: O[C:2]1[C:11]2[C:6](=[N:7][CH:8]=[CH:9][CH:10]=2)[N:5]([C:12]2[CH:17]=[CH:16][CH:15]=[C:14]([C:18]([F:21])([F:20])[F:19])[CH:13]=2)[C:4](=[O:22])[C:3]=1[C:23](=O)[CH2:24][C:25]1[CH:30]=[CH:29][CH:28]=[CH:27][C:26]=1[O:31][CH3:32].O.[NH2:35][NH2:36].C(=O)([O-])O.[Na+]. Product: [CH3:32][O:31][C:26]1[CH:27]=[CH:28][CH:29]=[CH:30][C:25]=1[CH2:24][C:23]1[C:3]2[C:4](=[O:22])[N:5]([C:12]3[CH:17]=[CH:16][CH:15]=[C:14]([C:18]([F:21])([F:19])[F:20])[CH:13]=3)[C:6]3[N:7]=[CH:8][CH:9]=[CH:10][C:11]=3[C:2]=2[NH:36][N:35]=1. The catalyst class is: 3.